This data is from NCI-60 drug combinations with 297,098 pairs across 59 cell lines. The task is: Regression. Given two drug SMILES strings and cell line genomic features, predict the synergy score measuring deviation from expected non-interaction effect. Cell line: SF-539. Drug 2: C1CN(CCN1C(=O)CCBr)C(=O)CCBr. Drug 1: CCN(CC)CCNC(=O)C1=C(NC(=C1C)C=C2C3=C(C=CC(=C3)F)NC2=O)C. Synergy scores: CSS=19.0, Synergy_ZIP=-10.2, Synergy_Bliss=-5.36, Synergy_Loewe=-2.65, Synergy_HSA=-0.921.